Dataset: Catalyst prediction with 721,799 reactions and 888 catalyst types from USPTO. Task: Predict which catalyst facilitates the given reaction. (1) Reactant: [In].[CH2:2](Br)[CH:3]=[CH2:4].[F:6][C:7]([F:23])([F:22])[C:8]([C:10]1[C:18]2[C:13](=[CH:14][C:15]([N+:19]([O-:21])=[O:20])=[CH:16][CH:17]=2)[NH:12][CH:11]=1)=[O:9].[Cl-].[NH4+]. Product: [CH2:2]([N:12]1[C:13]2[C:18](=[CH:17][CH:16]=[C:15]([N+:19]([O-:21])=[O:20])[CH:14]=2)[C:10]([C:8]([OH:9])([CH2:18][CH:13]=[CH2:14])[C:7]([F:6])([F:22])[F:23])=[CH:11]1)[C:3]1[CH:4]=[CH:11][CH:10]=[CH:8][CH:7]=1. The catalyst class is: 7. (2) Reactant: [F:1][C:2]([F:15])([F:14])[S:3]([O:6]S(C(F)(F)F)(=O)=O)(=[O:5])=[O:4].[Cl:16][CH2:17][C:18]([C:20]1[CH:25]=[CH:24][C:23](O)=[CH:22][C:21]=1[Cl:27])=[O:19].N1C=CC=CC=1. Product: [Cl:27][C:21]1[CH:22]=[C:23]([O:6][S:3]([C:2]([F:15])([F:14])[F:1])(=[O:5])=[O:4])[CH:24]=[CH:25][C:20]=1[C:18](=[O:19])[CH2:17][Cl:16]. The catalyst class is: 4.